Task: Predict the product of the given reaction.. Dataset: Forward reaction prediction with 1.9M reactions from USPTO patents (1976-2016) (1) Given the reactants C([O:8][C:9]1[CH:21]=[C:20]([Cl:22])[CH:19]=[CH:18][C:10]=1[O:11][C:12]([CH3:17])([CH3:16])[C:13]([OH:15])=[O:14])C1C=CC=CC=1, predict the reaction product. The product is: [Cl:22][C:20]1[CH:19]=[CH:18][C:10]([O:11][C:12]([CH3:17])([CH3:16])[C:13]([OH:15])=[O:14])=[C:9]([OH:8])[CH:21]=1. (2) Given the reactants Cl[C:2]1[CH:7]=[N:6][CH:5]=[C:4]([Cl:8])[N:3]=1.[OH:9]N1CCNCC1.[CH:16](N(CC)C(C)C)([CH3:18])[CH3:17].[CH3:25][C:26]#[N:27], predict the reaction product. The product is: [Cl:8][C:4]1[N:3]=[C:2]([N:27]2[CH2:18][CH2:16][CH:17]([OH:9])[CH2:25][CH2:26]2)[CH:7]=[N:6][CH:5]=1. (3) Given the reactants CC1(C)[O:7][C:6](=[O:8])[C:5](=[CH:9]/[CH:10]=[N:11]/[NH:12][C:13]2[CH:18]=[CH:17][CH:16]=[CH:15][N:14]=2)[C:4](=O)[O:3]1.C[O-].[Na+].Cl, predict the reaction product. The product is: [O:3]=[C:4]1[C:5]([C:6]([OH:7])=[O:8])=[CH:9][CH:10]=[N:11][N:12]1[C:13]1[CH:18]=[CH:17][CH:16]=[CH:15][N:14]=1. (4) The product is: [CH2:1]([O:3][C:4]([C:6]1[N:7]([C:20]2[CH:21]=[CH:22][C:23]([O:26][CH:27]([CH3:28])[CH3:29])=[CH:24][CH:25]=2)[C:8]2[C:13]([C:14]=1[CH2:15][CH2:16][C:17]#[N:18])=[CH:12][C:11]([O:19][C:31]1[CH:36]=[CH:35][C:34]([C:37]([F:40])([F:39])[F:38])=[CH:33][N:32]=1)=[CH:10][CH:9]=2)=[O:5])[CH3:2]. Given the reactants [CH2:1]([O:3][C:4]([C:6]1[N:7]([C:20]2[CH:25]=[CH:24][C:23]([O:26][CH:27]([CH3:29])[CH3:28])=[CH:22][CH:21]=2)[C:8]2[C:13]([C:14]=1[CH2:15][CH2:16][C:17]#[N:18])=[CH:12][C:11]([OH:19])=[CH:10][CH:9]=2)=[O:5])[CH3:2].Cl[C:31]1[CH:36]=[CH:35][C:34]([C:37]([F:40])([F:39])[F:38])=[CH:33][N:32]=1.C([O-])([O-])=O.[K+].[K+].C1OCCOCCOCCOCCOCCOC1, predict the reaction product.